Dataset: Full USPTO retrosynthesis dataset with 1.9M reactions from patents (1976-2016). Task: Predict the reactants needed to synthesize the given product. (1) Given the product [NH2:1][C:2](=[O:37])[C@@H:3]([NH:20][C:21]([C:23]1([NH:29][C:30](=[O:36])[O:31][C:32]([CH3:33])([CH3:35])[CH3:34])[CH2:28][CH2:27][O:26][CH2:25][CH2:24]1)=[O:22])[CH2:4][C:5]1[CH:10]=[CH:9][C:8]([C:39]2[CH:47]=[C:46]3[C:42]([CH2:43][C:44](=[O:49])[N:45]3[CH3:48])=[CH:41][CH:40]=2)=[CH:7][CH:6]=1, predict the reactants needed to synthesize it. The reactants are: [NH2:1][C:2](=[O:37])[C@@H:3]([NH:20][C:21]([C:23]1([NH:29][C:30](=[O:36])[O:31][C:32]([CH3:35])([CH3:34])[CH3:33])[CH2:28][CH2:27][O:26][CH2:25][CH2:24]1)=[O:22])[CH2:4][C:5]1[CH:10]=[CH:9][C:8](B2OC(C)(C)C(C)(C)O2)=[CH:7][CH:6]=1.Br[C:39]1[CH:47]=[C:46]2[C:42]([CH2:43][C:44](=[O:49])[N:45]2[CH3:48])=[CH:41][CH:40]=1.C(=O)([O-])[O-].[K+].[K+]. (2) Given the product [O:8]([C:9]1[CH:16]=[CH:15][C:12]([CH2:13][OH:14])=[CH:11][CH:10]=1)[C:2]1[CH:7]=[CH:6][CH:5]=[CH:4][CH:3]=1, predict the reactants needed to synthesize it. The reactants are: I[C:2]1[CH:7]=[CH:6][CH:5]=[CH:4][CH:3]=1.[OH:8][C:9]1[CH:16]=[CH:15][C:12]([CH2:13][OH:14])=[CH:11][CH:10]=1.C(=O)([O-])[O-].[K+].[K+].N1C2C(=CC=CC=2O)C=CC=1. (3) Given the product [CH:13]1([C:16]2[C:18]([C:19]([O:21][CH3:22])=[O:20])=[CH:23][N:12]=[C:9]([CH3:10])[N:11]=2)[CH2:15][CH2:14]1, predict the reactants needed to synthesize it. The reactants are: [O-]CC.[Na+].C(O)C.Cl.[C:9]([NH2:12])(=[NH:11])[CH3:10].[CH:13]1([C:16]([C:18](=[CH:23]N(C)C)[C:19]([O:21][CH3:22])=[O:20])=O)[CH2:15][CH2:14]1. (4) The reactants are: C(=O)([O-])[O-].[K+].[K+].[CH2:7](Br)[C:8]#[CH:9].[CH3:11][O:12][CH2:13][CH2:14][NH:15][CH2:16][C:17]1[CH:22]=[CH:21][C:20]([S:23][C:24]([CH3:33])([CH3:32])[C:25]([O:27][C:28]([CH3:31])([CH3:30])[CH3:29])=[O:26])=[CH:19][CH:18]=1.O. Given the product [CH3:11][O:12][CH2:13][CH2:14][N:15]([CH2:16][C:17]1[CH:22]=[CH:21][C:20]([S:23][C:24]([CH3:33])([CH3:32])[C:25]([O:27][C:28]([CH3:31])([CH3:30])[CH3:29])=[O:26])=[CH:19][CH:18]=1)[CH2:7][C:8]#[CH:9], predict the reactants needed to synthesize it. (5) The reactants are: [O:1]1[C:5]2[C:6]([C:10]([CH3:19])([CH3:18])[CH2:11][C:12](=[O:17])[C:13]([F:16])([F:15])[F:14])=[CH:7][CH:8]=[CH:9][C:4]=2[CH2:3][CH2:2]1.[Cl:20]Cl. Given the product [Cl:20][C:8]1[CH:7]=[C:6]([C:10]([CH3:19])([CH3:18])[CH2:11][C:12](=[O:17])[C:13]([F:15])([F:16])[F:14])[C:5]2[O:1][CH2:2][CH2:3][C:4]=2[CH:9]=1, predict the reactants needed to synthesize it. (6) Given the product [I:19][C:16]1[CH:17]=[CH:18][C:13]([CH2:4][C:3]#[N:21])=[N:14][CH:15]=1, predict the reactants needed to synthesize it. The reactants are: C([Li])C[CH2:3][CH3:4].CCCCCC.F[C:13]1[CH:18]=[CH:17][C:16]([I:19])=[CH:15][N:14]=1.[Cl-].[NH4+:21].